Dataset: Full USPTO retrosynthesis dataset with 1.9M reactions from patents (1976-2016). Task: Predict the reactants needed to synthesize the given product. (1) Given the product [Br:1][C:2]1[CH:27]=[N:26][C:5]2[N:6]=[C:7]([N:12]3[CH2:15][C:14]([N:17]([CH3:25])[C:18](=[O:24])[O:19][C:20]([CH3:22])([CH3:23])[CH3:21])([CH3:16])[CH2:13]3)[C:8]3[N:9]([CH:28]=[N:11][N:10]=3)[C:4]=2[CH:3]=1, predict the reactants needed to synthesize it. The reactants are: [Br:1][C:2]1[CH:27]=[N:26][C:5]2=[N:6][C:7]([N:12]3[CH2:15][C:14]([N:17]([CH3:25])[C:18](=[O:24])[O:19][C:20]([CH3:23])([CH3:22])[CH3:21])([CH3:16])[CH2:13]3)=[C:8]([NH:10][NH2:11])[N:9]=[C:4]2[CH:3]=1.[CH:28](OC)(OC)OC. (2) Given the product [ClH:23].[ClH:37].[NH2:34][C:31]1[N:30]=[CH:29][C:28]([CH2:27][NH:26][C:25]([C@@H:15]([NH:14][C:13]([C@H:9]2[CH2:10][CH2:11][CH2:12][NH:8]2)=[O:36])[CH2:16][C:17]2[CH:22]=[CH:21][C:20]([Cl:23])=[C:19]([Cl:24])[CH:18]=2)=[O:35])=[CH:33][CH:32]=1, predict the reactants needed to synthesize it. The reactants are: C(OC([N:8]1[CH2:12][CH2:11][CH2:10][C@@H:9]1[C:13](=[O:36])[NH:14][C@H:15]([C:25](=[O:35])[NH:26][CH2:27][C:28]1[CH:29]=[N:30][C:31]([NH2:34])=[CH:32][CH:33]=1)[CH2:16][C:17]1[CH:22]=[CH:21][C:20]([Cl:23])=[C:19]([Cl:24])[CH:18]=1)=O)(C)(C)C.[ClH:37]. (3) Given the product [OH:20]/[N:19]=[C:16]1\[CH2:17][CH2:18][C@@:2]2([CH3:1])[C:14](=[CH:15]\1)[CH2:13][CH2:12][C@@H:11]1[C@@H:3]2[CH2:4][CH2:5][C@@:6]2([CH3:27])[C@H:10]1[CH2:9][CH2:8][C@@H:7]2[C:21](=[O:22])[CH3:26], predict the reactants needed to synthesize it. The reactants are: [CH3:1][C@:2]12[CH2:18][CH2:17]/[C:16](=[N:19]\[OH:20])/[CH:15]=[C:14]1[CH2:13][CH2:12][C@@H:11]1[C@@H:3]2[CH2:4][CH2:5][C@@:6]2([CH3:27])[C@H:10]1[CH2:9][CH2:8][C@@H:7]2[C:21]1([CH3:26])OCC[O:22]1.O.C1(C)C=CC(S(O)(=O)=O)=CC=1. (4) Given the product [F:24][C:20]1[CH:19]=[C:18]([C:5]2[C:4]3[C:8](=[CH:9][CH:10]=[C:2]([NH:1][S:33]([CH3:32])(=[O:35])=[O:34])[CH:3]=3)[NH:7][N:6]=2)[CH:23]=[CH:22][CH:21]=1, predict the reactants needed to synthesize it. The reactants are: [NH2:1][C:2]1[CH:3]=[C:4]2[C:8](=[CH:9][CH:10]=1)[N:7](C(OC(C)(C)C)=O)[N:6]=[C:5]2[C:18]1[CH:23]=[CH:22][CH:21]=[C:20]([F:24])[CH:19]=1.C(N(CC)CC)C.[CH3:32][S:33](Cl)(=[O:35])=[O:34]. (5) Given the product [Cl:1][C:2]1[CH:7]=[CH:6][C:5]([N:8]2[CH:12]=[CH:11][C:10]([OH:13])=[N:9]2)=[CH:4][CH:3]=1, predict the reactants needed to synthesize it. The reactants are: [Cl:1][C:2]1[CH:7]=[CH:6][C:5]([NH:8][NH2:9])=[CH:4][CH:3]=1.[C:10](OC)(=[O:13])[C:11]#[CH:12].S(=O)(=O)(O)O. (6) Given the product [CH3:19][CH:5]1[C:4]2[N:3]=[C:2]([N:20]3[CH2:25][CH2:24][O:23][CH2:22][CH2:21]3)[CH:11]=[CH:10][C:9]=2[CH2:8][N:7]([C:12]([O:14][C:15]([CH3:18])([CH3:17])[CH3:16])=[O:13])[CH2:6]1, predict the reactants needed to synthesize it. The reactants are: Cl[C:2]1[CH:11]=[CH:10][C:9]2[CH2:8][N:7]([C:12]([O:14][C:15]([CH3:18])([CH3:17])[CH3:16])=[O:13])[CH2:6][CH:5]([CH3:19])[C:4]=2[N:3]=1.[NH:20]1[CH2:25][CH2:24][O:23][CH2:22][CH2:21]1.CC(C1C=C(C(C)C)C(C2C=CC=CC=2P(C2CCCCC2)C2CCCCC2)=C(C(C)C)C=1)C.CC(C)([O-])C.[Na+]. (7) Given the product [OH:23][C:7]1[CH:2]=[CH:3][C:4]2[O:21][CH:9]3[CH2:10][N:11]([C:14]([O:16][C:17]([CH3:20])([CH3:19])[CH3:18])=[O:15])[CH2:12][CH2:13][CH:8]3[C:5]=2[CH:6]=1, predict the reactants needed to synthesize it. The reactants are: O[C:2]1[CH:7]=[CH:6][C:5]2[CH:8]3[CH2:13][CH2:12][N:11]([C:14]([O:16][C:17]([CH3:20])([CH3:19])[CH3:18])=[O:15])[CH2:10][CH:9]3[O:21][C:4]=2[CH:3]=1.C(N1CC=CC(O)C1)(OC(C)(C)C)=[O:23].BrC1C=C(OC)C=CC=1O. (8) Given the product [N:32]1[CH:33]=[CH:34][CH:35]=[N:36][C:31]=1[C:23]1[O:24][C:25]2=[CH:26][N:27]=[CH:28][CH:29]=[C:30]2[C:22]=1[NH:21][C:19]1[CH:18]=[CH:17][CH:16]=[C:15]2[C:20]=1[C:12]([CH2:11][CH2:10][CH2:9][OH:8])=[N:13][NH:14]2, predict the reactants needed to synthesize it. The reactants are: C(O)(C(F)(F)F)=O.[OH:8][CH2:9][CH2:10][CH2:11][C:12]1[C:20]2[C:15](=[CH:16][CH:17]=[CH:18][C:19]=2[NH:21][C:22]2[C:30]3[C:25](=[CH:26][N:27]=[CH:28][CH:29]=3)[O:24][C:23]=2[C:31]2[N:36]=[CH:35][CH:34]=[CH:33][N:32]=2)[N:14](C(OC(C)(C)C)=O)[N:13]=1. (9) Given the product [C:14](=[C:10]1[CH2:11][CH2:12][CH2:13][N:8]([CH2:7][C:6]2[CH:18]=[CH:19][C:3]([O:2][CH3:1])=[CH:4][CH:5]=2)[CH2:9]1)([CH3:16])[CH3:15], predict the reactants needed to synthesize it. The reactants are: [CH3:1][O:2][C:3]1[CH:19]=[CH:18][C:6]([CH2:7][N:8]2[CH2:13][CH2:12][CH2:11][CH:10]([C:14](O)([CH3:16])[CH3:15])[CH2:9]2)=[CH:5][CH:4]=1.[SiH](CC)(CC)CC.C(O)(C(F)(F)F)=O.